This data is from Drug-target binding data from BindingDB using Ki measurements. The task is: Regression. Given a target protein amino acid sequence and a drug SMILES string, predict the binding affinity score between them. We predict pKi (pKi = -log10(Ki in M); higher means stronger inhibition). Dataset: bindingdb_ki. (1) The drug is COC(=O)[C@@H]1C2CCC(C[C@@H]1c1ccc(Cl)c(Cl)c1)N2C. The target is MLLARMKPQVQPELGGADQ. The pKi is 7.7. (2) The compound is COC(=O)c1ccc2oc(C(=O)[C@H](Cc3ccccc3)NC(=O)Cn3c(-c4cccc(OC)c4)ncc(N)c3=O)nc2c1. The target protein (P23946) has sequence MLLLPLPLLLFLLCSRAEAGEIIGGTECKPHSRPYMAYLEIVTSNGPSKFCGGFLIRRNFVLTAAHCAGRSITVTLGAHNITEEEDTWQKLEVIKQFRHPKYNTSTLHHDIMLLKLKEKASLTLAVGTLPFPSQFNFVPPGRMCRVAGWGRTGVLKPGSDTLQEVKLRLMDPQACSHFRDFDHNLQLCVGNPRKTKSAFKGDSGGPLLCAGVAQGIVSYGRSDAKPPAVFTRISHYRPWINQILQAN. The pKi is 8.3. (3) The drug is Cc1c(O)cccc1C(=O)N[C@@H](CSc1ccccc1)[C@H](O)CN1C[C@H]2CCCC[C@H]2C[C@H]1C(=O)NC(C)(C)C. The pKi is 7.6. The target protein sequence is PQITLWQRPLVTIKIGGQLKEALLDTGADNTVLEEISLPGRWKPKMIGGIGGFIKVRQYDQILIEICGHKVIGTVLVGPTPVNIIGRNLLTQIGCTLNF. (4) The compound is OCCOc1cccc(CN2C3CCC2CC(Nc2ccc4[nH]ncc4c2)C3)c1. The target protein sequence is PGAPETAPGDGAGASRQRKLEALIRDPRSPINVESLLDGLNSLVLDLDFPALRKNKNIDNFLNRYEKIVKKIRGLQMKAEDYDVVKVIGRGAFGEVQLVRHKASQKVYAMKLLSKFEMIKRSDSAFFWEERDIMAFANSPWVVQLFYAFQDDRYLYMVMEYMPGGDLVNLMSNYDVPEKWAKFYTAEVVLALDAIHSMGLIHRDVKPDNMLLDKHGHLKLADFGTCMKMDETGMVHCDTAVGTPDYISPEVLKSQGGDGFYGRECDWWSVGVFLYEMLVGDTPFYADSLVGTYSKIMDHKNSLCFPEDAEISKHAKNLICAFLTDREVRLGRNGVEEIRQHPFFKNDQWHWDNIRETAAPVVPELSSDIDSSNFDDIEDDKGDVETFPIPKAFVGNQLPFIGFTYYRENLLLSDSPSCRETDSIQSRKNEESQEIQKKLYTLEEHLSNEMQAKEELEQKCKSVNTRLEKTAKELEEEITLRKSVESALRQLEREKALLQH.... The pKi is 7.7. (5) The drug is O=C(c1ccccc1)C1(c2ccccc2)CCN([C@@H]2Cc3ccccc3C[C@H]2O)CC1. The target protein (P81721) has sequence MGVTMAVGLAKAAMGKISSAIGERSKRISGAMNEPRRKRKILLVIVCIAMLLDNMLYMVIVPIIPNYLETIRTYKLVYITTPSNGTNGSLLNSTQRAVLERNPNANEDIQIGVLFASKAILQLLSNPFTGTFIDRVGYDIPLLIGLTIMFFSTITFAFGESYAVLFAARSLQGLGSAFADTSGIAMIADKYTEESERTQALGIALAFISFGSLVAPPFGGVLYQFAGKWVPFLVLSFVCLLDGILLLMVVTPFASRTRENMLQGTPIYKLMIDPYIAVVAGALTTCNIPLAFLEPTISNWMKKTMNASEWQMGITWLPAFFPHILGVYITVKLAAKYPNYQWFYGAVGLVIIGASSCTIPACRNFEELIIPLCALCFGIALVDTALLPTLAFLVDIRYVSVYGSVYAIADISYSVAYALGPIMAGQIVHDLGFVQLNLGMGLVNILYAPALLFLRNVCQMKPSLSERNILLEEGPKGLYDTIIMEERKAAKEPHGSSSGN.... The pKi is 8.8. (6) The drug is O=C1CN(C2CCN(C3CCCCCCC3)CC2)c2ccccc2N1. The target protein (P41145) has sequence MDSPIQIFRGEPGPTCAPSACLPPNSSAWFPGWAEPDSNGSAGSEDAQLEPAHISPAIPVIITAVYSVVFVVGLVGNSLVMFVIIRYTKMKTATNIYIFNLALADALVTTTMPFQSTVYLMNSWPFGDVLCKIVISIDYYNMFTSIFTLTMMSVDRYIAVCHPVKALDFRTPLKAKIINICIWLLSSSVGISAIVLGGTKVREDVDVIECSLQFPDDDYSWWDLFMKICVFIFAFVIPVLIIIVCYTLMILRLKSVRLLSGSREKDRNLRRITRLVLVVVAVFVVCWTPIHIFILVEALGSTSHSTAALSSYYFCIALGYTNSSLNPILYAFLDENFKRCFRDFCFPLKMRMERQSTSRVRNTVQDPAYLRDIDGMNKPV. The pKi is 7.1.